From a dataset of Reaction yield outcomes from USPTO patents with 853,638 reactions. Predict the reaction yield, written as a fraction of the theoretical maximum amount of product (1.0 means a 100% yield; for example, 0.34 means a 34% yield). (1) The reactants are P12(SP3(SP(SP(S3)(S1)=S)(=S)S2)=S)=[S:2].[CH2:15]([O:17][C:18](=[O:44])[CH2:19][O:20][C:21]1[CH:26]=[C:25]([F:27])[CH:24]=[CH:23][C:22]=1[C:28](=O)[NH:29][CH2:30][C:31]1[S:32][C:33]2[C:39]([F:40])=[CH:38][C:37]([F:41])=[C:36]([F:42])[C:34]=2[N:35]=1)[CH3:16]. The catalyst is N1C=CC=CC=1.O.C(OCC)(=O)C. The product is [CH2:15]([O:17][C:18](=[O:44])[CH2:19][O:20][C:21]1[CH:26]=[C:25]([F:27])[CH:24]=[CH:23][C:22]=1[C:28](=[S:2])[NH:29][CH2:30][C:31]1[S:32][C:33]2[C:39]([F:40])=[CH:38][C:37]([F:41])=[C:36]([F:42])[C:34]=2[N:35]=1)[CH3:16]. The yield is 0.340. (2) The reactants are [S:1]([O:21][CH2:22][CH3:23])([O:3][CH2:4][C:5]([O:14][CH2:15][CH2:16][CH2:17][CH2:18][CH2:19][CH3:20])([O:7][CH2:8][CH2:9][CH2:10][CH2:11][CH2:12][CH3:13])[CH3:6])=[O:2].[OH2:24]. The catalyst is CC#N.C(Cl)Cl. The product is [S:1]([O:21][CH2:22][CH3:23])([O:3][CH2:4][C:5]([O:14][CH2:15][CH2:16][CH2:17][CH2:18][CH2:19][CH3:20])([O:7][CH2:8][CH2:9][CH2:10][CH2:11][CH2:12][CH3:13])[CH3:6])(=[O:24])=[O:2]. The yield is 0.910. (3) The yield is 0.670. The reactants are [Cl:1][C:2]1[CH:9]=[C:8](B2OC(C)(C)C(C)(C)O2)[CH:7]=[CH:6][C:3]=1[C:4]#[N:5].Br[C:20]1[CH:21]=[C:22]([CH:26]([CH:34]2[CH2:36][CH2:35]2)[NH:27][S:28]([CH:31]([CH3:33])[CH3:32])(=[O:30])=[O:29])[CH:23]=[N:24][CH:25]=1.C([O-])([O-])=O.[Na+].[Na+]. The product is [Cl:1][C:2]1[CH:9]=[C:8]([C:20]2[CH:21]=[C:22]([CH:26]([CH:34]3[CH2:36][CH2:35]3)[NH:27][S:28]([CH:31]([CH3:33])[CH3:32])(=[O:29])=[O:30])[CH:23]=[N:24][CH:25]=2)[CH:7]=[CH:6][C:3]=1[C:4]#[N:5]. The catalyst is CN(C=O)C.Cl[Pd](Cl)([P](C1C=CC=CC=1)(C1C=CC=CC=1)C1C=CC=CC=1)[P](C1C=CC=CC=1)(C1C=CC=CC=1)C1C=CC=CC=1. (4) The reactants are Br[C:2]1[CH:7]=[CH:6][C:5]([C:8](=[O:23])[CH2:9][NH:10][C:11]([C:13]2([C:16]3[CH:21]=[CH:20][C:19]([Cl:22])=[CH:18][CH:17]=3)[CH2:15][CH2:14]2)=[O:12])=[CH:4][CH:3]=1.[C:24]([O-:27])(=[O:26])C.[K+].C1(P(C2C=CC=CC=2)CCCP(C2C=CC=CC=2)C2C=CC=CC=2)C=CC=CC=1.[C]=O. The catalyst is C1COCC1.O.CC([O-])=O.CC([O-])=O.[Pd+2]. The product is [Cl:22][C:19]1[CH:20]=[CH:21][C:16]([C:13]2([C:11]([NH:10][CH2:9][C:8]([C:5]3[CH:6]=[CH:7][C:2]([C:24]([OH:27])=[O:26])=[CH:3][CH:4]=3)=[O:23])=[O:12])[CH2:15][CH2:14]2)=[CH:17][CH:18]=1. The yield is 1.00. (5) The reactants are CO[C:3]([C:5]1[N:13]=[CH:12][C:11]2[NH:10][C:9]3[N:14]=[CH:15][C:16]([C:18]4[CH:23]=[CH:22][C:21]([CH2:24][N:25]5[CH2:30][CH2:29][CH2:28][CH2:27][CH2:26]5)=[CH:20][CH:19]=4)=[CH:17][C:8]=3[C:7]=2[CH:6]=1)=[O:4].[CH2:31]([NH2:33])[CH3:32]. The catalyst is C1COCC1. The product is [CH2:31]([NH:33][C:3]([C:5]1[N:13]=[CH:12][C:11]2[NH:10][C:9]3[N:14]=[CH:15][C:16]([C:18]4[CH:19]=[CH:20][C:21]([CH2:24][N:25]5[CH2:26][CH2:27][CH2:28][CH2:29][CH2:30]5)=[CH:22][CH:23]=4)=[CH:17][C:8]=3[C:7]=2[CH:6]=1)=[O:4])[CH3:32]. The yield is 0.480. (6) The reactants are [C:1]([O:5][C:6](=[O:32])[N:7]([C:9]([CH2:23][N:24]([C:26](=[O:31])[C:27]([Cl:30])([F:29])[F:28])[CH3:25])([C:15]1[CH:20]=[CH:19][C:18]([Cl:21])=[C:17]([Cl:22])[CH:16]=1)[CH2:10][CH:11]([OH:14])CO)[CH3:8])([CH3:4])([CH3:3])[CH3:2].I([O-])(=O)(=O)=O.[Na+]. The catalyst is O1CCCC1.O. The product is [C:1]([O:5][C:6](=[O:32])[N:7]([C:9]([CH2:23][N:24]([C:26](=[O:31])[C:27]([Cl:30])([F:28])[F:29])[CH3:25])([C:15]1[CH:20]=[CH:19][C:18]([Cl:21])=[C:17]([Cl:22])[CH:16]=1)[CH2:10][CH:11]=[O:14])[CH3:8])([CH3:4])([CH3:2])[CH3:3]. The yield is 0.960. (7) The reactants are [NH2:1][CH:2]1[CH2:5][N:4]([C:6]2[S:7][C:8]([C:13]([O:15][CH3:16])=[O:14])=[C:9]([CH2:11][CH3:12])[N:10]=2)[CH2:3]1.[Cl:17][C:18]1[N:19]=[C:20]([C:25](O)=[O:26])[NH:21][C:22]=1[CH2:23][CH3:24].CCN=C=NCCCN(C)C.Cl.ON1C2C=CC=CC=2N=N1.CN1CCOCC1. No catalyst specified. The product is [Cl:17][C:18]1[N:19]=[C:20]([C:25]([NH:1][CH:2]2[CH2:5][N:4]([C:6]3[S:7][C:8]([C:13]([O:15][CH3:16])=[O:14])=[C:9]([CH2:11][CH3:12])[N:10]=3)[CH2:3]2)=[O:26])[NH:21][C:22]=1[CH2:23][CH3:24]. The yield is 0.990.